This data is from Peptide-MHC class I binding affinity with 185,985 pairs from IEDB/IMGT. The task is: Regression. Given a peptide amino acid sequence and an MHC pseudo amino acid sequence, predict their binding affinity value. This is MHC class I binding data. The peptide sequence is SYRNFSFSL. The MHC is HLA-B15:09 with pseudo-sequence HLA-B15:09. The binding affinity (normalized) is 0.0847.